This data is from Full USPTO retrosynthesis dataset with 1.9M reactions from patents (1976-2016). The task is: Predict the reactants needed to synthesize the given product. The reactants are: Br[C:2]1[C:3]([N:22]2[CH2:26][CH2:25][CH:24]([C:27]([OH:30])([CH3:29])[CH3:28])[CH2:23]2)=[N:4][CH:5]=[C:6]([CH:21]=1)[C:7]([NH:9][C:10]1[CH:15]=[CH:14][C:13]([O:16][C:17]([F:20])([F:19])[F:18])=[CH:12][CH:11]=1)=[O:8].[N:31]1[CH:36]=[C:35](B(O)O)[CH:34]=[N:33][CH:32]=1.C([O-])(O)=O.[Na+]. Given the product [OH:30][C:27]([CH:24]1[CH2:25][CH2:26][N:22]([C:3]2[C:2]([C:35]3[CH:36]=[N:31][CH:32]=[N:33][CH:34]=3)=[CH:21][C:6]([C:7]([NH:9][C:10]3[CH:15]=[CH:14][C:13]([O:16][C:17]([F:20])([F:19])[F:18])=[CH:12][CH:11]=3)=[O:8])=[CH:5][N:4]=2)[CH2:23]1)([CH3:29])[CH3:28], predict the reactants needed to synthesize it.